From a dataset of Peptide-MHC class II binding affinity with 134,281 pairs from IEDB. Regression. Given a peptide amino acid sequence and an MHC pseudo amino acid sequence, predict their binding affinity value. This is MHC class II binding data. (1) The peptide sequence is KLGYILRDISKIPGG. The MHC is DRB1_0802 with pseudo-sequence DRB1_0802. The binding affinity (normalized) is 0.615. (2) The peptide sequence is APEVKYTVFEKALKK. The MHC is HLA-DQA10301-DQB10302 with pseudo-sequence HLA-DQA10301-DQB10302. The binding affinity (normalized) is 0.0727.